From a dataset of Full USPTO retrosynthesis dataset with 1.9M reactions from patents (1976-2016). Predict the reactants needed to synthesize the given product. (1) Given the product [CH3:30][C@H:31]1[NH:32][C@@H:33]([CH3:37])[CH2:34][N:35]([C:2]2[N:3]([CH2:24][CH:25]3[CH2:29][CH2:28][O:27][CH2:26]3)[C:4]3[C:9]([N:10]=2)=[C:8]([N:11]2[CH2:12][CH2:13][O:14][CH2:15][CH2:16]2)[N:7]=[C:6]([C:17]2[CH:22]=[N:21][C:20]([NH2:23])=[N:19][CH:18]=2)[N:5]=3)[CH2:36]1, predict the reactants needed to synthesize it. The reactants are: Cl[C:2]1[N:3]([CH2:24][CH:25]2[CH2:29][CH2:28][O:27][CH2:26]2)[C:4]2[C:9]([N:10]=1)=[C:8]([N:11]1[CH2:16][CH2:15][O:14][CH2:13][CH2:12]1)[N:7]=[C:6]([C:17]1[CH:18]=[N:19][C:20]([NH2:23])=[N:21][CH:22]=1)[N:5]=2.[CH3:30][C@H:31]1[CH2:36][NH:35][CH2:34][C@@H:33]([CH3:37])[NH:32]1. (2) Given the product [ClH:1].[ClH:1].[F:3][C:4]1[CH:5]=[C:6]([C@@H:11]2[CH2:15][N:14]([CH2:16][CH2:17][O:18][CH3:19])[CH2:13][C@H:12]2[NH:20][C:21]([NH:23][C:24]2[N:28]([C:29]3[CH:34]=[CH:33][CH:32]=[CH:31][CH:30]=3)[N:27]=[C:26]([C@H:35]3[CH2:39][CH2:38][CH2:37][N:36]3[CH3:41])[C:25]=2[CH3:40])=[O:22])[CH:7]=[CH:8][C:9]=1[F:10], predict the reactants needed to synthesize it. The reactants are: [ClH:1].Cl.[F:3][C:4]1[CH:5]=[C:6]([C@@H:11]2[CH2:15][N:14]([CH2:16][CH2:17][O:18][CH3:19])[CH2:13][C@H:12]2[NH:20][C:21]([NH:23][C:24]2[N:28]([C:29]3[CH:34]=[CH:33][CH:32]=[CH:31][CH:30]=3)[N:27]=[C:26]([C@H:35]3[CH2:39][CH2:38][CH2:37][NH:36]3)[C:25]=2[CH3:40])=[O:22])[CH:7]=[CH:8][C:9]=1[F:10].[CH3:41]CN(C(C)C)C(C)C.IC. (3) Given the product [Cl:1][C:2]1[C:3](=[O:17])[N:4]([CH2:21][CH2:22][C:23]2[CH:28]=[CH:27][CH:26]=[CH:25][CH:24]=2)[C:5]([C:9]2[CH:14]=[CH:13][CH:12]=[CH:11][C:10]=2[O:15][CH3:16])=[N:6][C:7]=1[CH3:8], predict the reactants needed to synthesize it. The reactants are: [Cl:1][C:2]1[C:3](=[O:17])[N:4]=[C:5]([C:9]2[CH:14]=[CH:13][CH:12]=[CH:11][C:10]=2[O:15][CH3:16])[NH:6][C:7]=1[CH3:8].[H-].[Li+].Br[CH2:21][CH2:22][C:23]1[CH:28]=[CH:27][CH:26]=[CH:25][CH:24]=1.